This data is from Full USPTO retrosynthesis dataset with 1.9M reactions from patents (1976-2016). The task is: Predict the reactants needed to synthesize the given product. (1) The reactants are: Cl.Cl.[CH2:3]([O:5][C:6]([C:8]1[CH:17]=[CH:16][C:15]2[C:10](=[CH:11][CH:12]=[C:13]([C:18]3[C:26]4[C:21](=[CH:22][CH:23]=[C:24]([C:27](OCC)=[NH:28])[CH:25]=4)[NH:20][N:19]=3)[CH:14]=2)[CH:9]=1)=[O:7])[CH3:4].[N:32]1([CH2:37][C:38]([NH:40][NH2:41])=O)[CH2:36][CH2:35][CH2:34][CH2:33]1.C(N(CC)CC)C. Given the product [CH2:3]([O:5][C:6]([C:8]1[CH:17]=[CH:16][C:15]2[C:10](=[CH:11][CH:12]=[C:13]([C:18]3[C:26]4[C:21](=[CH:22][CH:23]=[C:24]([C:27]5[NH:41][N:40]=[C:38]([CH2:37][N:32]6[CH2:36][CH2:35][CH2:34][CH2:33]6)[N:28]=5)[CH:25]=4)[NH:20][N:19]=3)[CH:14]=2)[CH:9]=1)=[O:7])[CH3:4], predict the reactants needed to synthesize it. (2) Given the product [CH3:1][C:2]1([CH3:29])[CH2:7][CH2:6][N:5]([C:8]2[N:13]3[N:14]=[C:15]([C:17]4[CH:18]=[CH:19][CH:20]=[CH:21][CH:22]=4)[N:16]=[C:12]3[N:11]=[C:10]([CH3:23])[C:9]=2[CH:24]([OH:48])[C:25]([O:27][CH3:28])=[O:26])[CH2:4][CH2:3]1, predict the reactants needed to synthesize it. The reactants are: [CH3:1][C:2]1([CH3:29])[CH2:7][CH2:6][N:5]([C:8]2[N:13]3[N:14]=[C:15]([C:17]4[CH:22]=[CH:21][CH:20]=[CH:19][CH:18]=4)[N:16]=[C:12]3[N:11]=[C:10]([CH3:23])[C:9]=2[CH2:24][C:25]([O:27][CH3:28])=[O:26])[CH2:4][CH2:3]1.C[Si]([N-][Si](C)(C)C)(C)C.[K+].C1(C2[O:48]N2S(C2C=CC=CC=2)(=O)=O)C=CC=CC=1. (3) The reactants are: [CH2:1]([NH:4][C:5](=[O:11])[O:6][C:7]([CH3:10])([CH3:9])[CH3:8])[C:2]#[CH:3].[Cl:12][C:13]1[C:18](I)=[C:17]([CH3:20])[N:16]=[C:15]([NH2:21])[N:14]=1. Given the product [NH2:21][C:15]1[N:14]=[C:13]([Cl:12])[C:18]([C:3]#[C:2][CH2:1][NH:4][C:5](=[O:11])[O:6][C:7]([CH3:8])([CH3:10])[CH3:9])=[C:17]([CH3:20])[N:16]=1, predict the reactants needed to synthesize it. (4) Given the product [CH:27]1([CH2:26][N:1]2[C:5]3[CH:6]=[CH:7][CH:8]=[CH:9][C:4]=3[N:3]=[C:2]2[C:10]2[CH:11]=[CH:12][C:13]([C:16]3[O:17][CH:18]=[C:19]([C:21]([O:23][CH3:24])=[O:22])[N:20]=3)=[CH:14][CH:15]=2)[CH2:30][CH2:29][CH2:28]1, predict the reactants needed to synthesize it. The reactants are: [NH:1]1[C:5]2[CH:6]=[CH:7][CH:8]=[CH:9][C:4]=2[N:3]=[C:2]1[C:10]1[CH:15]=[CH:14][C:13]([C:16]2[O:17][CH:18]=[C:19]([C:21]([O:23][CH3:24])=[O:22])[N:20]=2)=[CH:12][CH:11]=1.Br[CH2:26][CH:27]1[CH2:30][CH2:29][CH2:28]1.C([O-])([O-])=O.[K+].[K+]. (5) The reactants are: [CH:1]([O:3][C:4]1[C:5]([C:15]#[C:16][C@@:17]([O:35]CC2C=CC=CC=2)([CH3:34])[CH2:18][CH2:19][CH2:20][C@H:21]([CH3:33])[CH2:22][CH2:23][CH2:24][C@H:25]([CH3:32])[CH2:26][CH2:27][CH2:28][CH:29]([CH3:31])[CH3:30])=C2CCN(C)C2=[N:8][C:9]=1[CH3:10])=[O:2].[CH3:43]C(C[AlH]CC(C)C)C.[CH2:52]([N:54]([CH2:57][CH3:58])[CH2:55][CH3:56])C.C(OC(=O)C)(=O)C. Given the product [C:1]([O:3][C:4]1[C:5]([CH2:15][CH2:16][C@@:17]([OH:35])([CH3:34])[CH2:18][CH2:19][CH2:20][C@H:21]([CH3:33])[CH2:22][CH2:23][CH2:24][C@H:25]([CH3:32])[CH2:26][CH2:27][CH2:28][CH:29]([CH3:31])[CH3:30])=[C:56]2[CH2:58][CH2:57][N:54]([CH3:52])[C:55]2=[N:8][C:9]=1[CH3:10])(=[O:2])[CH3:43], predict the reactants needed to synthesize it. (6) The reactants are: [C:1]([O:5][C:6]([N:8]1[C:17]2[C:12](=[CH:13][C:14]([CH2:18][CH2:19][CH2:20][CH2:21][CH2:22]OS(C)(=O)=O)=[CH:15][CH:16]=2)[CH2:11][CH2:10][CH2:9]1)=[O:7])([CH3:4])([CH3:3])[CH3:2].[CH2:28]([CH2:31][NH2:32])[CH:29]=C.[CH3:33]N(C=O)C. Given the product [C:1]([O:5][C:6]([N:8]1[C:17]2[C:12](=[CH:13][C:14]([CH2:18][CH2:19][CH2:20][CH2:21][CH2:22][N:32]([CH2:31][CH:28]=[CH2:29])[CH3:33])=[CH:15][CH:16]=2)[CH2:11][CH2:10][CH2:9]1)=[O:7])([CH3:4])([CH3:3])[CH3:2], predict the reactants needed to synthesize it.